This data is from Reaction yield outcomes from USPTO patents with 853,638 reactions. The task is: Predict the reaction yield, written as a fraction of the theoretical maximum amount of product (1.0 means a 100% yield; for example, 0.34 means a 34% yield). (1) The reactants are C[Al](C)C.[F:5][C:6]([F:10])([F:9])[CH2:7][NH2:8].C[O:12][C:13](=O)[C:14]1[CH:19]=[CH:18][C:17]([O:20][CH2:21][C:22]2[C:23]([C:28]3[CH:33]=[CH:32][C:31]([Cl:34])=[CH:30][CH:29]=3)=[N:24][O:25][C:26]=2[CH3:27])=[N:16][CH:15]=1.O. The catalyst is O1CCOCC1. The product is [Cl:34][C:31]1[CH:30]=[CH:29][C:28]([C:23]2[C:22]([CH2:21][O:20][C:17]3[CH:18]=[CH:19][C:14]([C:13]([NH:8][CH2:7][C:6]([F:10])([F:9])[F:5])=[O:12])=[CH:15][N:16]=3)=[C:26]([CH3:27])[O:25][N:24]=2)=[CH:33][CH:32]=1. The yield is 0.770. (2) The reactants are [NH2:1][C@H:2]1[CH2:7][CH2:6][N:5]([C:8]([O:10][C:11]([CH3:14])([CH3:13])[CH3:12])=[O:9])[CH2:4][C@H:3]1[O:15][CH2:16][CH2:17][CH3:18].[Cl:19][C:20]1[N:21]=[C:22]([C:26](O)=[O:27])[NH:23][C:24]=1[CH3:25].CCN=C=NCCCN(C)C.Cl. The catalyst is CN(C1C=CN=CC=1)C. The product is [Cl:19][C:20]1[N:21]=[C:22]([C:26]([NH:1][C@H:2]2[CH2:7][CH2:6][N:5]([C:8]([O:10][C:11]([CH3:12])([CH3:13])[CH3:14])=[O:9])[CH2:4][C@H:3]2[O:15][CH2:16][CH2:17][CH3:18])=[O:27])[NH:23][C:24]=1[CH3:25]. The yield is 0.600. (3) The reactants are [CH2:1]([C:3]([CH2:8][CH3:9])([CH2:6][OH:7])[CH2:4][OH:5])[CH3:2].[S:10](Cl)(Cl)=[O:11].O. The catalyst is C(OCC)C. The product is [CH2:1]([C:3]1([CH2:8][CH3:9])[CH2:6][O:7][S:10](=[O:11])[O:5][CH2:4]1)[CH3:2]. The yield is 0.980. (4) The reactants are [C:1]([O:5][C:6]([N:8]1[CH2:13][CH:12]=[C:11]([C:14]2[CH:22]=[CH:21][CH:20]=[C:19]3[C:15]=2[CH:16]=[C:17]([C:31](=[O:33])[NH2:32])[N:18]3[CH2:23][C:24]2[CH:29]=[CH:28][CH:27]=[C:26]([F:30])[CH:25]=2)[CH2:10][CH2:9]1)=[O:7])([CH3:4])([CH3:3])[CH3:2]. The catalyst is CCO.[Pd]. The product is [C:1]([O:5][C:6]([N:8]1[CH2:9][CH2:10][CH:11]([C:14]2[CH:22]=[CH:21][CH:20]=[C:19]3[C:15]=2[CH:16]=[C:17]([C:31](=[O:33])[NH2:32])[N:18]3[CH2:23][C:24]2[CH:29]=[CH:28][CH:27]=[C:26]([F:30])[CH:25]=2)[CH2:12][CH2:13]1)=[O:7])([CH3:4])([CH3:2])[CH3:3]. The yield is 0.480. (5) The reactants are NC1C=CC(O)=C(F)C=1.FC1C=CC(CC(SC#N)=O)=CC=1.[F:23][C:24]1[CH:25]=[C:26]([NH:43][C:44]([NH:46][C:47](=[O:56])[CH2:48][C:49]2[CH:54]=[CH:53][C:52]([F:55])=[CH:51][CH:50]=2)=[S:45])[CH:27]=[CH:28][C:29]=1[O:30]C1C2=C(C)C(OC)=CN2N=CN=1.CCOC(C)=O. The catalyst is C(Cl)Cl. The product is [F:23][C:24]1[CH:25]=[C:26]([NH:43][C:44]([NH:46][C:47](=[O:56])[CH2:48][C:49]2[CH:50]=[CH:51][C:52]([F:55])=[CH:53][CH:54]=2)=[S:45])[CH:27]=[CH:28][C:29]=1[OH:30]. The yield is 0.950. (6) The reactants are C(NC1C=CC(C2C=C3C(CN([C@@H](C(C)C)C(OC)=O)C3=O)=CC=2)=CC=1)(=O)C1C=CC=CC=1.[NH2:34][C:35]1[CH:40]=[CH:39][C:38]([C:41]2[CH:49]=[C:48]3[C:44]([CH2:45][N:46]([C:51]([CH3:57])([CH3:56])[C:52]([O:54][CH3:55])=[O:53])[C:47]3=[O:50])=[CH:43][CH:42]=2)=[CH:37][CH:36]=1.[CH2:58]([C:63]1[CH:71]=[CH:70][C:66]([C:67](Cl)=[O:68])=[CH:65][CH:64]=1)[CH2:59][CH2:60][CH2:61][CH3:62]. No catalyst specified. The product is [CH3:56][C:51]([N:46]1[CH2:45][C:44]2[C:48](=[CH:49][C:41]([C:38]3[CH:37]=[CH:36][C:35]([NH:34][C:67](=[O:68])[C:66]4[CH:70]=[CH:71][C:63]([CH2:58][CH2:59][CH2:60][CH2:61][CH3:62])=[CH:64][CH:65]=4)=[CH:40][CH:39]=3)=[CH:42][CH:43]=2)[C:47]1=[O:50])([CH3:57])[C:52]([O:54][CH3:55])=[O:53]. The yield is 0.930. (7) The catalyst is C1(C)C=CC=CC=1. The product is [Br:25][C:26]1[O:30][C:29]([CH:31]=[CH:20][C:21]([O:23][CH3:24])=[O:22])=[CH:28][CH:27]=1. The reactants are C1(P(=[CH:20][C:21]([O:23][CH3:24])=[O:22])(C2C=CC=CC=2)C2C=CC=CC=2)C=CC=CC=1.[Br:25][C:26]1[O:30][C:29]([CH:31]=O)=[CH:28][CH:27]=1.O. The yield is 0.770. (8) The reactants are Br[C:2]1[CH:3]=[C:4]([CH:8]2[C:17]3[CH:18]=[C:19]([NH:22][S:23]([CH3:26])(=[O:25])=[O:24])[CH:20]=[CH:21][C:16]=3[C:15]3[C:10](=[CH:11][CH:12]=[CH:13][C:14]=3[O:27][CH3:28])[O:9]2)[CH:5]=[CH:6][CH:7]=1.[C:29]1([CH:35]=[CH:36]B(O)O)[CH:34]=[CH:33][CH:32]=[CH:31][CH:30]=1.C([O-])([O-])=O.[Na+].[Na+]. The catalyst is CCO.COCCOC.C1(C)C=CC=CC=1.COCCOC.C1C=CC([P]([Pd]([P](C2C=CC=CC=2)(C2C=CC=CC=2)C2C=CC=CC=2)([P](C2C=CC=CC=2)(C2C=CC=CC=2)C2C=CC=CC=2)[P](C2C=CC=CC=2)(C2C=CC=CC=2)C2C=CC=CC=2)(C2C=CC=CC=2)C2C=CC=CC=2)=CC=1. The product is [CH3:28][O:27][C:14]1[CH:13]=[CH:12][CH:11]=[C:10]2[C:15]=1[C:16]1[CH:21]=[CH:20][C:19]([NH:22][S:23]([CH3:26])(=[O:24])=[O:25])=[CH:18][C:17]=1[CH:8]([C:4]1[CH:5]=[CH:6][CH:7]=[C:2](/[CH:36]=[CH:35]/[C:29]3[CH:34]=[CH:33][CH:32]=[CH:31][CH:30]=3)[CH:3]=1)[O:9]2. The yield is 0.170. (9) The reactants are [C:1]([O:7][CH2:8][CH3:9])(=[O:6])[CH2:2][C:3]([CH3:5])=O.[Br:10][C:11]1[CH:18]=[CH:17][CH:16]=[CH:15][C:12]=1[CH:13]=O.[NH4+:19].[OH-:20]. The product is [Br:10][C:11]1[CH:18]=[CH:17][CH:16]=[CH:15][C:12]=1[CH:13]1[C:2]([C:1]([O:7][CH2:8][CH3:9])=[O:6])=[C:3]([CH3:5])[NH:19][C:3]([CH3:5])=[C:2]1[C:1]([O:7][CH2:8][CH3:9])=[O:20]. The catalyst is CCO. The yield is 0.150.